Dataset: Reaction yield outcomes from USPTO patents with 853,638 reactions. Task: Predict the reaction yield, written as a fraction of the theoretical maximum amount of product (1.0 means a 100% yield; for example, 0.34 means a 34% yield). (1) The reactants are CS(C)=O.C(Cl)(=O)C(Cl)=O.[OH:11][CH2:12][C@@H:13]1[CH2:17][C:16](/[CH:18]=[CH:19]/[CH3:20])=[CH:15][N:14]1[C:21]([C:23]1[CH:28]=[C:27]([O:29][CH3:30])[C:26]([O:31][Si:32]([CH:39]([CH3:41])[CH3:40])([CH:36]([CH3:38])[CH3:37])[CH:33]([CH3:35])[CH3:34])=[CH:25][C:24]=1[NH:42][C:43]([O:45][CH2:46][C:47]1[CH:52]=[CH:51][C:50]([NH:53][C:54](=[O:71])[C@@H:55]([NH:57][C:58](=[O:70])[C@@H:59]([NH:63][C:64](=[O:69])[O:65][CH2:66][CH:67]=[CH2:68])[CH:60]([CH3:62])[CH3:61])[CH3:56])=[CH:49][CH:48]=1)=[O:44])=[O:22].C(N(CC)CC)C. The catalyst is C(Cl)Cl. The product is [OH:11][C@@H:12]1[N:42]([C:43]([O:45][CH2:46][C:47]2[CH:52]=[CH:51][C:50]([NH:53][C:54](=[O:71])[C@@H:55]([NH:57][C:58](=[O:70])[C@@H:59]([NH:63][C:64]([O:65][CH2:66][CH:67]=[CH2:68])=[O:69])[CH:60]([CH3:61])[CH3:62])[CH3:56])=[CH:49][CH:48]=2)=[O:44])[C:24]2[CH:25]=[C:26]([O:31][Si:32]([CH:39]([CH3:40])[CH3:41])([CH:36]([CH3:37])[CH3:38])[CH:33]([CH3:35])[CH3:34])[C:27]([O:29][CH3:30])=[CH:28][C:23]=2[C:21](=[O:22])[N:14]2[CH:15]=[C:16](/[CH:18]=[CH:19]/[CH3:20])[CH2:17][C@@H:13]12. The yield is 0.540. (2) The reactants are C(OC(=O)[NH:7][CH:8]([C:28](=[O:32])[N:29]([CH3:31])[CH3:30])[CH2:9][C:10]1[CH:15]=[CH:14][C:13]([C:16]2[CH:21]=[CH:20][C:19]([CH2:22][CH2:23][C:24](=[O:27])[NH:25][OH:26])=[CH:18][CH:17]=2)=[CH:12][CH:11]=1)(C)(C)C.C(Cl)[Cl:35]. No catalyst specified. The product is [ClH:35].[NH2:7][CH:8]([CH2:9][C:10]1[CH:15]=[CH:14][C:13]([C:16]2[CH:17]=[CH:18][C:19]([CH2:22][CH2:23][C:24](=[O:27])[NH:25][OH:26])=[CH:20][CH:21]=2)=[CH:12][CH:11]=1)[C:28]([N:29]([CH3:31])[CH3:30])=[O:32]. The yield is 0.880. (3) The reactants are C([O:8][C:9](=[O:19])[CH2:10][C:11]1([C:17]#[N:18])[CH:16]=[CH:15][CH2:14][CH:13]=[CH:12]1)C1C=CC=CC=1.[NH4+].[OH-]. The catalyst is [Pd].CO. The product is [NH2:18][CH2:17][C:11]1([CH2:10][C:9]([OH:19])=[O:8])[CH2:16][CH2:15][CH2:14][CH2:13][CH2:12]1. The yield is 0.930. (4) The reactants are [F:1][C:2]([F:9])([F:8])[C:3]([O:5]CC)=O.C[O-].[Na+].[Br:13][C:14]1[CH:19]=[CH:18][C:17]([C:20](=[O:22])[CH3:21])=[CH:16][CH:15]=1. The catalyst is C(OOC)(C)(C)C. The product is [Br:13][C:14]1[CH:19]=[CH:18][C:17]([C:20](=[O:22])[CH2:21][C:3](=[O:5])[C:2]([F:1])([F:8])[F:9])=[CH:16][CH:15]=1. The yield is 0.720. (5) The yield is 0.767. The catalyst is O1CCOCC1.O.C1C=CC(/C=C/C(/C=C/C2C=CC=CC=2)=O)=CC=1.C1C=CC(/C=C/C(/C=C/C2C=CC=CC=2)=O)=CC=1.C1C=CC(/C=C/C(/C=C/C2C=CC=CC=2)=O)=CC=1.[Pd].[Pd]. The reactants are Br[C:2]1[CH:3]=[C:4]([CH:10]=[CH:11][C:12]=1[C:13]#[N:14])[C:5]([O:7][CH2:8][CH3:9])=[O:6].[CH3:15][CH:16]([CH3:19])[CH2:17][NH2:18].CC1(C)C2C(=C(P(C3C=CC=CC=3)C3C=CC=CC=3)C=CC=2)OC2C(P(C3C=CC=CC=3)C3C=CC=CC=3)=CC=CC1=2.P([O-])([O-])([O-])=O.[K+].[K+].[K+]. The product is [C:13]([C:12]1[CH:11]=[CH:10][C:4]([C:5]([O:7][CH2:8][CH3:9])=[O:6])=[CH:3][C:2]=1[NH:18][CH2:17][CH:16]([CH3:19])[CH3:15])#[N:14]. (6) The reactants are [NH:1]1[C:9]2[C:4](=[CH:5][CH:6]=[CH:7][CH:8]=2)[C:3]([CH2:10][CH2:11][C:12]([OH:14])=[O:13])=[CH:2]1.[F:15]C1C=C2C(=CC=1)NC=C2.C(O)(=O)C=C.C(OC(=O)C)(=O)C. The catalyst is C(O)(=O)C. The product is [F:15][C:6]1[CH:5]=[C:4]2[C:9](=[CH:8][CH:7]=1)[NH:1][CH:2]=[C:3]2[CH2:10][CH2:11][C:12]([OH:14])=[O:13]. The yield is 0.570. (7) The reactants are [Cl:1][C:2]1[CH:3]=[C:4]2[C:9](=[CH:10][CH:11]=1)[NH:8][C:7](=[O:12])[C:6]([C:13]#[N:14])=[CH:5]2.[CH2:15]([Mg]Br)[CH3:16].B(F)(F)F.CCOCC.[NH4+].[Cl-].[OH-].[Na+]. The catalyst is C1COCC1.CCOCC.CC(C)[O-].[Ti+4].CC(C)[O-].CC(C)[O-].CC(C)[O-]. The product is [NH2:14][C:13]1([C:6]2[C:7](=[O:12])[NH:8][C:9]3[C:4]([CH:5]=2)=[CH:3][C:2]([Cl:1])=[CH:11][CH:10]=3)[CH2:16][CH2:15]1. The yield is 0.153. (8) The reactants are [CH3:1][N:2]([CH3:23])[C:3]([CH:5]1[CH2:10][CH2:9][N:8]([C:11]2[CH:16]=[CH:15][N:14]=[C:13]3[N:17]([CH3:22])[CH:18]=[C:19]([CH:20]=O)[C:12]=23)[CH2:7][CH2:6]1)=[O:4].[OH:24][C:25]1[C:30]2[C:31](=[O:34])[CH2:32][O:33][C:29]=2[CH:28]=[CH:27][CH:26]=1.Cl. The catalyst is C(O)C. The product is [OH:24][C:25]1[C:30]2[C:31](=[O:34])/[C:32](=[CH:20]/[C:19]3[C:12]4[C:13](=[N:14][CH:15]=[CH:16][C:11]=4[N:8]4[CH2:9][CH2:10][CH:5]([C:3]([N:2]([CH3:1])[CH3:23])=[O:4])[CH2:6][CH2:7]4)[N:17]([CH3:22])[CH:18]=3)/[O:33][C:29]=2[CH:28]=[CH:27][CH:26]=1. The yield is 0.350. (9) The reactants are [OH:1][CH2:2][CH:3]([NH:5][C:6]([C:8]1[CH:9]=[C:10]([C:14]#[C:15][CH2:16][CH2:17][CH2:18][C:19]([OH:21])=O)[CH:11]=[CH:12][CH:13]=1)=[O:7])[CH3:4].Cl.[CH3:23][NH:24][CH3:25]. No catalyst specified. The product is [CH3:23][N:24]([CH3:25])[C:19]([CH2:18][CH2:17][CH2:16][C:15]#[C:14][C:10]1[CH:9]=[C:8]([CH:13]=[CH:12][CH:11]=1)[C:6]([NH:5][CH:3]([CH3:4])[CH2:2][OH:1])=[O:7])=[O:21]. The yield is 0.960. (10) The reactants are [CH:1]1([C:4]([N:6]2[CH2:10][CH2:9][C@@H:8]([CH2:11][NH2:12])[CH2:7]2)=[O:5])[CH2:3][CH2:2]1.Cl[C:14]1[C:15]([N+:22]([O-:24])=[O:23])=[C:16]([CH:19]=[CH:20][CH:21]=1)[C:17]#[N:18].CCN(C(C)C)C(C)C. The catalyst is O1CCOCC1. The product is [CH:1]1([C:4]([N:6]2[CH2:10][CH2:9][C@@H:8]([CH2:11][NH:12][C:14]3[C:15]([N+:22]([O-:24])=[O:23])=[C:16]([CH:19]=[CH:20][CH:21]=3)[C:17]#[N:18])[CH2:7]2)=[O:5])[CH2:2][CH2:3]1. The yield is 0.770.